From a dataset of Peptide-MHC class I binding affinity with 185,985 pairs from IEDB/IMGT. Regression. Given a peptide amino acid sequence and an MHC pseudo amino acid sequence, predict their binding affinity value. This is MHC class I binding data. The peptide sequence is FVYQFHHL. The MHC is H-2-Kb with pseudo-sequence H-2-Kb. The binding affinity (normalized) is 0.989.